From a dataset of Peptide-MHC class I binding affinity with 185,985 pairs from IEDB/IMGT. Regression. Given a peptide amino acid sequence and an MHC pseudo amino acid sequence, predict their binding affinity value. This is MHC class I binding data. (1) The peptide sequence is RVRPKKEVL. The MHC is HLA-A02:06 with pseudo-sequence HLA-A02:06. The binding affinity (normalized) is 0.0847. (2) The peptide sequence is VWKQLFPEL. The MHC is HLA-A02:03 with pseudo-sequence HLA-A02:03. The binding affinity (normalized) is 0.0847. (3) The binding affinity (normalized) is 0.0847. The MHC is HLA-A03:01 with pseudo-sequence HLA-A03:01. The peptide sequence is EYAPFARLL.